This data is from Forward reaction prediction with 1.9M reactions from USPTO patents (1976-2016). The task is: Predict the product of the given reaction. (1) Given the reactants [F:1][C:2]1[CH:23]=[CH:22][C:5]([CH2:6][N:7]2[CH2:11][CH2:10][N:9]([C:12]3[CH:13]=[C:14]([CH:18]=[CH:19][N:20]=3)[C:15](O)=[O:16])[C:8]2=[O:21])=[CH:4][CH:3]=1.C([N:27](C(C)C)CC)(C)C.O.ON1C2C=CC=CC=2N=N1.F[B-](F)(F)F.N1(OC(N(C)C)=[N+](C)C)C2C=CC=CC=2N=N1.[Cl-].[NH4+], predict the reaction product. The product is: [F:1][C:2]1[CH:23]=[CH:22][C:5]([CH2:6][N:7]2[CH2:11][CH2:10][N:9]([C:12]3[CH:13]=[C:14]([CH:18]=[CH:19][N:20]=3)[C:15]([NH2:27])=[O:16])[C:8]2=[O:21])=[CH:4][CH:3]=1. (2) Given the reactants OO.C(OC(C(F)(F)F)=O)(C(F)(F)F)=[O:4].[CH3:16][CH:17]1[CH2:39][C:38]2[C:19](=[CH:20][C:21]3[N+:26]([O-:27])=[N:25][C:24]([CH2:28][CH2:29][CH2:30][N:31]4[CH2:36][CH2:35][O:34][CH2:33][CH2:32]4)=[N:23][C:22]=3[CH:37]=2)[CH2:18]1.C(O)(C(F)(F)F)=O, predict the reaction product. The product is: [CH3:16][CH:17]1[CH2:39][C:38]2[C:19](=[CH:20][C:21]3[N+:26]([O-:27])=[N:25][C:24]([CH2:28][CH2:29][CH2:30][N:31]4[CH2:32][CH2:33][O:34][CH2:35][CH2:36]4)=[N+:23]([O-:4])[C:22]=3[CH:37]=2)[CH2:18]1. (3) The product is: [CH:5]1([CH2:4][O:6][C:7]2[CH:8]=[CH:9][C:10]([N+:17]([O-:19])=[O:18])=[C:11]([CH:16]=2)[C:12]([O:14][CH3:15])=[O:13])[CH2:3][CH2:2]1. Given the reactants Br[CH2:2][CH:3]1[CH2:5][CH2:4]1.[OH:6][C:7]1[CH:8]=[CH:9][C:10]([N+:17]([O-:19])=[O:18])=[C:11]([CH:16]=1)[C:12]([O:14][CH3:15])=[O:13].C(=O)([O-])[O-].[K+].[K+], predict the reaction product. (4) Given the reactants [Zn](C)[CH3:2].[C:4]1([CH:10]=[O:11])[CH2:9][CH2:8][CH2:7][CH2:6][CH:5]=1, predict the reaction product. The product is: [C:4]1([C@@H:10]([OH:11])[CH3:2])[CH2:9][CH2:8][CH2:7][CH2:6][CH:5]=1. (5) Given the reactants C1(P(C2C=CC=CC=2)C2C=CC=CC=2)C=CC=CC=1.[C:20]([Br:24])(Br)(Br)Br.OC[C:27]#[C:28][CH2:29][N:30]1[C:34](=[O:35])[C:33]([CH3:46])([C:36]2[CH:41]=[CH:40][C:39]([O:42][CH:43]([CH3:45])[CH3:44])=[CH:38][CH:37]=2)[NH:32][C:31]1=[O:47], predict the reaction product. The product is: [Br:24][CH2:20][C:27]#[C:28][CH2:29][N:30]1[C:34](=[O:35])[C:33]([CH3:46])([C:36]2[CH:41]=[CH:40][C:39]([O:42][CH:43]([CH3:44])[CH3:45])=[CH:38][CH:37]=2)[NH:32][C:31]1=[O:47]. (6) Given the reactants [C:1]([O:7][CH2:8][C@H:9]([C:15]1[C:24]([CH3:25])=[CH:23][C:18]2[N:19]=[C:20]([NH2:22])[S:21][C:17]=2[C:16]=1Br)[O:10][C:11]([CH3:14])([CH3:13])[CH3:12])(=[O:6])[C:2]([CH3:5])([CH3:4])[CH3:3].C([O-])([O-])=O.[K+].[K+].[Cl:33][C:34]1[CH:39]=[CH:38][C:37](B(O)O)=[CH:36][CH:35]=1.O1CCOCC1, predict the reaction product. The product is: [C:1]([O:7][CH2:8][C@H:9]([C:15]1[C:24]([CH3:25])=[CH:23][C:18]2[N:19]=[C:20]([NH2:22])[S:21][C:17]=2[C:16]=1[C:37]1[CH:38]=[CH:39][C:34]([Cl:33])=[CH:35][CH:36]=1)[O:10][C:11]([CH3:14])([CH3:13])[CH3:12])(=[O:6])[C:2]([CH3:5])([CH3:4])[CH3:3]. (7) Given the reactants [F:1][C:2]1[CH:7]=[CH:6][C:5]([C:8]2[CH2:9][CH2:10][N:11]([CH2:14][CH2:15][CH3:16])[CH2:12][CH:13]=2)=[CH:4][C:3]=1[C:17]([F:20])([F:19])[F:18].Cl, predict the reaction product. The product is: [F:1][C:2]1[CH:7]=[CH:6][C:5]([CH:8]2[CH2:13][CH2:12][N:11]([CH2:14][CH2:15][CH3:16])[CH2:10][CH2:9]2)=[CH:4][C:3]=1[C:17]([F:20])([F:18])[F:19].